From a dataset of hERG Central: cardiac toxicity at 1µM, 10µM, and general inhibition. Predict hERG channel inhibition at various concentrations. (1) The compound is O=C(Cc1c(F)cccc1Cl)Nc1cc(S(=O)(=O)N2CCCCC2)ccc1N1CCOCC1. Results: hERG_inhib (hERG inhibition (general)): blocker. (2) The compound is O=C(Nc1ccccc1SCC1CSc2nc3ccccc3c(=O)n21)c1ccccc1. Results: hERG_inhib (hERG inhibition (general)): blocker.